From a dataset of Forward reaction prediction with 1.9M reactions from USPTO patents (1976-2016). Predict the product of the given reaction. (1) Given the reactants [CH3:1][C:2]([CH3:32])([CH3:31])[CH2:3][N:4]([CH3:30])[C:5]1[N:10]=[C:9](S(C)(=O)=O)[N:8]=[C:7]([NH:15][C:16]2[CH:17]=[C:18]([CH:23]=[CH:24][C:25]=2[CH3:26])[C:19]([NH:21][CH3:22])=[O:20])[C:6]=1[N+:27]([O-:29])=[O:28].[CH3:33][N:34]([CH3:39])[CH2:35][CH2:36][CH2:37][NH2:38], predict the reaction product. The product is: [CH3:33][N:34]([CH3:39])[CH2:35][CH2:36][CH2:37][NH:38][C:9]1[N:8]=[C:7]([NH:15][C:16]2[CH:17]=[C:18]([CH:23]=[CH:24][C:25]=2[CH3:26])[C:19]([NH:21][CH3:22])=[O:20])[C:6]([N+:27]([O-:29])=[O:28])=[C:5]([N:4]([CH2:3][C:2]([CH3:32])([CH3:31])[CH3:1])[CH3:30])[N:10]=1. (2) Given the reactants [Cl:1][C:2]1[CH:9]=[CH:8][C:7]([O:10][CH3:11])=[CH:6][C:3]=1[CH:4]=[O:5].[B-](F)(F)(F)F.[B-](F)(F)(F)F.C1[N+]2(CCl)CC[N+](F)(CC2)C1.[I:33]I.C([O-])(O)=O.[Na+], predict the reaction product. The product is: [Cl:1][C:2]1[CH:9]=[C:8]([I:33])[C:7]([O:10][CH3:11])=[CH:6][C:3]=1[CH:4]=[O:5]. (3) Given the reactants C[O:2][C:3](=O)[C:4]1[CH:9]=[CH:8][C:7]([C:10]#[C:11][Si:12]([CH3:15])([CH3:14])[CH3:13])=[CH:6][CH:5]=1.[H-].[H-].[H-].[H-].[Li+].[Al+3], predict the reaction product. The product is: [CH3:13][Si:12]([C:11]#[C:10][C:7]1[CH:6]=[CH:5][C:4]([CH2:3][OH:2])=[CH:9][CH:8]=1)([CH3:14])[CH3:15]. (4) Given the reactants [O-2].[Zn+2:2].O.O.O.O.O.O.[Cl-:9].[Sc+3:10].[Cl-].[Cl-].[C:13](=[O:16])([O-:15])[O-:14].[Na+:17].[Na+], predict the reaction product. The product is: [Cl-:9].[Zn+2:2].[Cl-:9].[C:13](=[O:14])([O-:16])[O-:15].[Na+:17].[Na+:17].[Sc:10].[Zn:2]. (5) Given the reactants [CH3:1][C:2]([S:7]([CH3:10])(=[O:9])=[O:8])([CH3:6])[C:3](O)=[O:4].S(Cl)(Cl)=O.Cl.Cl.[NH2:17][CH2:18][CH2:19][N:20]1[C:28]2[C:27]([O:29][C:30]3[CH:35]=[CH:34][C:33]([NH:36][C:37]([NH:39][C:40]4[CH:45]=[CH:44][CH:43]=[C:42]([C:46]([F:49])([F:48])[F:47])[CH:41]=4)=[O:38])=[C:32]([Cl:50])[CH:31]=3)=[N:26][CH:25]=[N:24][C:23]=2[CH:22]=[CH:21]1.C(N(CC)CC)C, predict the reaction product. The product is: [Cl:50][C:32]1[CH:31]=[C:30]([CH:35]=[CH:34][C:33]=1[NH:36][C:37]([NH:39][C:40]1[CH:45]=[CH:44][CH:43]=[C:42]([C:46]([F:47])([F:49])[F:48])[CH:41]=1)=[O:38])[O:29][C:27]1[C:28]2[N:20]([CH2:19][CH2:18][NH:17][C:3](=[O:4])[C:2]([CH3:6])([S:7]([CH3:10])(=[O:9])=[O:8])[CH3:1])[CH:21]=[CH:22][C:23]=2[N:24]=[CH:25][N:26]=1.